The task is: Predict the product of the given reaction.. This data is from Forward reaction prediction with 1.9M reactions from USPTO patents (1976-2016). Given the reactants [CH2:1]([N:8]1[C:16]2[C:11](=[CH:12][C:13](Br)=[CH:14][CH:15]=2)[C:10]([C:18](=[O:22])[C:19]([OH:21])=[O:20])=[C:9]1[CH2:23]O)[C:2]1[CH:7]=[CH:6][CH:5]=[CH:4][CH:3]=1.[K].[C:26]1([C:35]2[CH:40]=[CH:39][CH:38]=[CH:37][CH:36]=2)[CH:31]=[CH:30][C:29](B(O)O)=[CH:28][CH:27]=1, predict the reaction product. The product is: [CH2:1]([N:8]1[C:16]2[C:11](=[CH:12][C:13]([C:38]3[CH:39]=[CH:40][C:35]([C:26]4[CH:31]=[CH:30][CH:29]=[CH:28][CH:27]=4)=[CH:36][CH:37]=3)=[CH:14][CH:15]=2)[C:10]2[C:18](=[O:22])[C:19](=[O:21])[O:20][CH2:23][C:9]1=2)[C:2]1[CH:7]=[CH:6][CH:5]=[CH:4][CH:3]=1.